From a dataset of Aqueous solubility values for 9,982 compounds from the AqSolDB database. Regression/Classification. Given a drug SMILES string, predict its absorption, distribution, metabolism, or excretion properties. Task type varies by dataset: regression for continuous measurements (e.g., permeability, clearance, half-life) or binary classification for categorical outcomes (e.g., BBB penetration, CYP inhibition). For this dataset (solubility_aqsoldb), we predict Y. (1) The molecule is CC(=O)OC1=CCC2C3CCC(C3)C12. The Y is -3.01 log mol/L. (2) The drug is N#Cc1nn(-c2c(Cl)cc(C(F)(F)F)cc2Cl)c(N)c1S(=O)C(F)(F)F. The Y is -5.36 log mol/L. (3) The drug is CNC(=O)Oc1cc(C(C)(C)C)cc(C(C)(C)C)c1. The Y is -4.24 log mol/L. (4) The molecule is CNCCC=C1c2ccccc2CCc2ccccc21. The Y is -4.02 log mol/L. (5) The drug is Cc1ccc(O)c(C)c1. The Y is -1.19 log mol/L.